Task: Predict the reactants needed to synthesize the given product.. Dataset: Full USPTO retrosynthesis dataset with 1.9M reactions from patents (1976-2016) (1) Given the product [CH2:49]([O:56][C:57]([CH2:59][CH2:60][C@H:61]([NH:72][C:5](=[O:7])[C:4]1[CH:8]=[CH:9][C:10]([C:11]([N:13]2[CH2:17][CH2:16][CH2:15][CH2:14]2)=[O:12])=[C:2]([CH3:1])[CH:3]=1)[C:62]1[NH:66][C:65]2[CH:67]=[CH:68][C:69]([Cl:71])=[CH:70][C:64]=2[N:63]=1)=[O:58])[C:50]1[CH:51]=[CH:52][CH:53]=[CH:54][CH:55]=1, predict the reactants needed to synthesize it. The reactants are: [CH3:1][C:2]1[CH:3]=[C:4]([CH:8]=[CH:9][C:10]=1[C:11]([N:13]1[CH2:17][CH2:16][CH2:15][CH2:14]1)=[O:12])[C:5]([OH:7])=O.CN(C(ON1N=NC2C=CC=CC1=2)=[N+](C)C)C.[B-](F)(F)(F)F.C(N(C(C)C)CC)(C)C.[CH2:49]([O:56][C:57]([CH2:59][CH2:60][C@H:61]([NH2:72])[C:62]1[NH:66][C:65]2[CH:67]=[CH:68][C:69]([Cl:71])=[CH:70][C:64]=2[N:63]=1)=[O:58])[C:50]1[CH:55]=[CH:54][CH:53]=[CH:52][CH:51]=1.ClCl. (2) The reactants are: [CH2:1]([O:3][C:4]([C:6]1([C:9]2[CH:14]=[CH:13][C:12]([C:15]3[CH:20]=[CH:19][C:18]([C:21]4[O:25][N:24]=[C:23]([CH3:26])[C:22]=4[NH2:27])=[CH:17][CH:16]=3)=[CH:11][CH:10]=2)[CH2:8][CH2:7]1)=[O:5])[CH3:2].Br[C:29]1[N:34]=[C:33]([C:35]#[N:36])[CH:32]=[CH:31][CH:30]=1. Given the product [CH2:1]([O:3][C:4]([C:6]1([C:9]2[CH:10]=[CH:11][C:12]([C:15]3[CH:20]=[CH:19][C:18]([C:21]4[O:25][N:24]=[C:23]([CH3:26])[C:22]=4[NH:27][C:29]4[CH:30]=[CH:31][CH:32]=[C:33]([C:35]#[N:36])[N:34]=4)=[CH:17][CH:16]=3)=[CH:13][CH:14]=2)[CH2:8][CH2:7]1)=[O:5])[CH3:2], predict the reactants needed to synthesize it. (3) The reactants are: [CH2:1]([O:3][C:4](=[O:37])[C:5]1[CH:10]=[CH:9][C:8]([NH:11][CH:12]2[CH2:17][CH2:16][CH2:15][CH2:14][CH2:13]2)=[C:7]([NH:18][C:19]([C:21]2[CH:22]=[C:23]3[C:28](=[CH:29][CH:30]=2)[N:27]=[CH:26][C:25](C2C=CC=CC=2)=[N:24]3)=O)[CH:6]=1)[CH3:2]. Given the product [CH2:1]([O:3][C:4]([C:5]1[CH:10]=[CH:9][C:8]2[N:11]([CH:12]3[CH2:17][CH2:16][CH2:15][CH2:14][CH2:13]3)[C:19]([C:21]3[CH:22]=[C:23]4[C:28](=[CH:29][CH:30]=3)[N:27]=[CH:26][C:25]([C:5]3[CH:10]=[CH:9][CH:8]=[CH:7][CH:6]=3)=[N:24]4)=[N:18][C:7]=2[CH:6]=1)=[O:37])[CH3:2], predict the reactants needed to synthesize it. (4) Given the product [N:25]1[CH:26]=[CH:27][C:22]([CH2:21][C:34]([NH:33][C:30](=[O:32])[CH3:31])([C:40]([O:42][CH2:43][CH3:44])=[O:41])[C:35]([O:37][CH2:38][CH3:39])=[O:36])=[CH:23][CH:24]=1, predict the reactants needed to synthesize it. The reactants are: COC(=O)C([CH2:21][C:22]1[CH:27]=[CH:26][N:25]=[CH:24][CH:23]=1)NC(=O)CN(S(C1C=CC(C)=CC=1)(=O)=O)C.[Na].[C:30]([NH:33][CH:34]([C:40]([O:42][CH2:43][CH3:44])=[O:41])[C:35]([O:37][CH2:38][CH3:39])=[O:36])(=[O:32])[CH3:31].Cl.N1C=CC(CCl)=CC=1. (5) Given the product [Cl:24][C:3]1[C:2]([F:1])=[CH:10][CH:9]=[CH:8][C:4]=1[C:5]([OH:7])=[O:6], predict the reactants needed to synthesize it. The reactants are: [F:1][C:2]1[CH:3]=[C:4]([CH:8]=[CH:9][CH:10]=1)[C:5]([OH:7])=[O:6].CN(CCN(C)C)C.[Li]C(CC)C.[Cl:24]C(Cl)(Cl)C(Cl)(Cl)Cl. (6) Given the product [Cl:1][C:2]1[C:3](=[O:13])[C:4]2([CH3:12])[O:10][C:7]([CH3:11])([C:8]=1[O:15][CH3:14])[CH:6]=[CH:5]2, predict the reactants needed to synthesize it. The reactants are: [Cl:1][C:2]1[C:3](=[O:13])[C:4]2([CH3:12])[O:10][C:7]([CH3:11])([C:8]=1Cl)[CH:6]=[CH:5]2.[CH3:14][OH:15].C[O-].[Na+]. (7) Given the product [ClH:39].[ClH:39].[NH2:5][CH2:6][C:7]1[CH:12]=[CH:11][C:10]([F:13])=[C:9]([CH:14]2[CH2:15][CH2:16][N:17]([C:20]([C:22]3[C:30]4[C:25](=[CH:26][N:27]=[CH:28][CH:29]=4)[NH:24][CH:23]=3)=[O:21])[CH2:18][CH2:19]2)[CH:8]=1, predict the reactants needed to synthesize it. The reactants are: FC(F)(F)C([NH:5][CH2:6][C:7]1[CH:12]=[CH:11][C:10]([F:13])=[C:9]([CH:14]2[CH2:19][CH2:18][N:17]([C:20]([C:22]3[C:30]4[C:25](=[CH:26][N:27]=[CH:28][CH:29]=4)[NH:24][CH:23]=3)=[O:21])[CH2:16][CH2:15]2)[CH:8]=1)=O.C([O-])([O-])=O.[K+].[K+].[ClH:39].CCOCC.